Dataset: Clinical trial toxicity outcomes and FDA approval status for drugs. Task: Regression/Classification. Given a drug SMILES string, predict its toxicity properties. Task type varies by dataset: regression for continuous values (e.g., LD50, hERG inhibition percentage) or binary classification for toxic/non-toxic outcomes (e.g., AMES mutagenicity, cardiotoxicity, hepatotoxicity). Dataset: clintox. The compound is CC[NH+](CC)CCOC(=O)C1(C2CCCCC2)CCCCC1. The result is 0 (passed clinical trial).